From a dataset of M1 muscarinic receptor antagonist screen with 61,756 compounds. Binary Classification. Given a drug SMILES string, predict its activity (active/inactive) in a high-throughput screening assay against a specified biological target. (1) The molecule is Clc1c(OCCN(c2nc(NC(C)C)nc(n2)NCC)C#N)ccc(Cl)c1. The result is 0 (inactive). (2) The compound is S(CCC)c1[nH]c(cc(=O)n1)C. The result is 0 (inactive). (3) The drug is Ic1c(OCCN(CC)CC)c(I)cc(C(=O)c2c(oc3c2cccc3)CCCC)c1. The result is 0 (inactive).